Predict the reactants needed to synthesize the given product. From a dataset of Retrosynthesis with 50K atom-mapped reactions and 10 reaction types from USPTO. (1) Given the product CCOC(=O)Cc1cn(-c2ccc(-c3cccc(OC)c3)cc2)c2ccccc12, predict the reactants needed to synthesize it. The reactants are: CCOC(=O)Cc1c[nH]c2ccccc12.COc1cccc(-c2ccc(Br)cc2)c1. (2) Given the product C[C@@H]1C[C@H](NC(=O)OC(C)(C)C)C(=O)N1CC(=O)O, predict the reactants needed to synthesize it. The reactants are: CCOC(=O)CN1C(=O)[C@@H](NC(=O)OC(C)(C)C)C[C@H]1C. (3) The reactants are: CC(C)N=C=O.COc1c(Cl)cc(Cl)c2c1C(Nc1ccc3cc(N)ccc3n1)CC2. Given the product COc1c(Cl)cc(Cl)c2c1C(Nc1ccc3cc(NC(=O)NC(C)C)ccc3n1)CC2, predict the reactants needed to synthesize it. (4) Given the product Cc1cc(-c2nn(C(c3ccccc3)(c3ccccc3)c3ccccc3)c3ccc(C(=O)NC4CCCC(Cc5ccccc5F)(NCc5ccccc5)C4)cc23)ccn1, predict the reactants needed to synthesize it. The reactants are: Cc1cc(-c2nn(C(c3ccccc3)(c3ccccc3)c3ccccc3)c3ccc(C(=O)O)cc23)ccn1.NC1CCCC(Cc2ccccc2F)(NCc2ccccc2)C1.